Dataset: Reaction yield outcomes from USPTO patents with 853,638 reactions. Task: Predict the reaction yield, written as a fraction of the theoretical maximum amount of product (1.0 means a 100% yield; for example, 0.34 means a 34% yield). (1) The reactants are [NH:1]1[C:9]2[C:4](=[CH:5][CH:6]=[CH:7][CH:8]=2)[CH:3]=[C:2]1[C:10]1[CH:11]=[C:12]([C:16]2[C:17]([N:35]([CH3:40])[S:36]([CH3:39])(=[O:38])=[O:37])=[CH:18][C:19]3[O:23][C:22]([C:24]4[CH:29]=[CH:28][C:27]([F:30])=[CH:26][CH:25]=4)=[C:21]([C:31]([OH:33])=O)[C:20]=3[CH:34]=2)[CH:13]=[CH:14][CH:15]=1.[N:41]1[CH:46]=[CH:45][CH:44]=[C:43]([NH2:47])[CH:42]=1.C1CN([P+](ON2N=NC3C=CC=CC2=3)(N2CCCC2)N2CCCC2)CC1.F[P-](F)(F)(F)(F)F.CCN(C(C)C)C(C)C. The catalyst is CN(C=O)C.O. The product is [NH:1]1[C:9]2[C:4](=[CH:5][CH:6]=[CH:7][CH:8]=2)[CH:3]=[C:2]1[C:10]1[CH:11]=[C:12]([C:16]2[C:17]([N:35]([CH3:40])[S:36]([CH3:39])(=[O:38])=[O:37])=[CH:18][C:19]3[O:23][C:22]([C:24]4[CH:25]=[CH:26][C:27]([F:30])=[CH:28][CH:29]=4)=[C:21]([C:31]([NH:47][C:43]4[CH:42]=[N:41][CH:46]=[CH:45][CH:44]=4)=[O:33])[C:20]=3[CH:34]=2)[CH:13]=[CH:14][CH:15]=1. The yield is 0.330. (2) The reactants are [C:1]1([N:7]([C:17]2[CH:22]=[CH:21][CH:20]=[CH:19][CH:18]=2)C(=O)CCCCCCC)[CH:6]=[CH:5][CH:4]=[CH:3][CH:2]=1. The catalyst is ClCCl. The product is [C:17]1([NH:7][C:1]2[CH:2]=[CH:3][CH:4]=[CH:5][CH:6]=2)[CH:18]=[CH:19][CH:20]=[CH:21][CH:22]=1. The yield is 0.950. (3) The reactants are [Si]([O:8][CH:9]([C:22]1[O:23][C:24]([C:27]2[CH:36]=[CH:35][C:30]([C:31]([O:33][CH3:34])=[O:32])=[CH:29][CH:28]=2)=[CH:25][N:26]=1)[CH2:10][CH2:11][CH2:12][CH2:13][CH2:14][CH2:15][C:16]1[CH:21]=[CH:20][CH:19]=[CH:18][CH:17]=1)(C(C)(C)C)(C)C.[Si](OC(C1OC([Sn](CCCC)(CCCC)CCCC)=CN=1)CCCCCCC1C=CC=CC=1)(C(C)(C)C)(C)C.BrC1C=CC(C(OC)=O)=CC=1. No catalyst specified. The product is [C:16]1([CH2:15][CH2:14][CH2:13][CH2:12][CH2:11][CH2:10][C:9]([C:22]2[O:23][C:24]([C:27]3[CH:36]=[CH:35][C:30]([C:31]([O:33][CH3:34])=[O:32])=[CH:29][CH:28]=3)=[CH:25][N:26]=2)=[O:8])[CH:21]=[CH:20][CH:19]=[CH:18][CH:17]=1. The yield is 0.680.